Task: Predict the product of the given reaction.. Dataset: Forward reaction prediction with 1.9M reactions from USPTO patents (1976-2016) (1) Given the reactants [CH2:1]([N:4]1[C:12]2[C:7](=[CH:8][C:9]([C:13]([F:16])([F:15])[F:14])=[CH:10][CH:11]=2)[C:6]([NH:17][CH2:18][C:19]([NH:21][CH:22]2[CH2:25][NH:24][CH2:23]2)=[O:20])=[N:5]1)[CH:2]=[CH2:3].[CH:26]1([CH:33]2[CH2:38][CH2:37][CH2:36][CH2:35][CH2:34]2)[CH2:31][CH2:30][C:29](=O)[CH2:28][CH2:27]1, predict the reaction product. The product is: [CH2:1]([N:4]1[C:12]2[C:7](=[CH:8][C:9]([C:13]([F:16])([F:14])[F:15])=[CH:10][CH:11]=2)[C:6]([NH:17][CH2:18][C:19]([NH:21][CH:22]2[CH2:23][N:24]([CH:36]3[CH2:37][CH2:38][CH:33]([CH:26]4[CH2:31][CH2:30][CH2:29][CH2:28][CH2:27]4)[CH2:34][CH2:35]3)[CH2:25]2)=[O:20])=[N:5]1)[CH:2]=[CH2:3]. (2) Given the reactants [F:1][C:2]1[CH:10]=[C:9]2[C:5]([CH2:6][CH2:7][N:8]2[CH:11]2[CH2:16][CH2:15][N:14]([C:17]([NH:19][C:20]3[S:21][C:22]4[CH2:23][NH:24][CH2:25][CH2:26][C:27]=4[N:28]=3)=[O:18])[CH2:13][CH2:12]2)=[CH:4][CH:3]=1.N1C=CC=CC=1.C([O:38][CH2:39][C:40](Cl)=[O:41])(=O)C.C([O-])([O-])=O.[K+].[K+], predict the reaction product. The product is: [F:1][C:2]1[CH:10]=[C:9]2[C:5]([CH2:6][CH2:7][N:8]2[CH:11]2[CH2:12][CH2:13][N:14]([C:17]([NH:19][C:20]3[S:21][C:22]4[CH2:23][N:24]([C:39](=[O:38])[CH2:40][OH:41])[CH2:25][CH2:26][C:27]=4[N:28]=3)=[O:18])[CH2:15][CH2:16]2)=[CH:4][CH:3]=1. (3) Given the reactants [CH2:1]([C@@H:8]1[CH2:13][NH:12][CH2:11][CH2:10][N:9]1[C:14]([C:16]1[NH:20][C:19]([CH:21]=[O:22])=[C:18]([C:23]2[CH:28]=[CH:27][CH:26]=[C:25]([Br:29])[CH:24]=2)[C:17]=1[C:30]1[CH:35]=[CH:34][CH:33]=[CH:32][CH:31]=1)=[O:15])[C:2]1[CH:7]=[CH:6][CH:5]=[CH:4][CH:3]=1.[BH4-].[Na+].[Cl-].[NH4+].C(=O)([O-])[O-].[K+].[K+], predict the reaction product. The product is: [CH2:1]([C@@H:8]1[CH2:13][NH:12][CH2:11][CH2:10][N:9]1[C:14]([C:16]1[NH:20][C:19]([CH2:21][OH:22])=[C:18]([C:23]2[CH:28]=[CH:27][CH:26]=[C:25]([Br:29])[CH:24]=2)[C:17]=1[C:30]1[CH:35]=[CH:34][CH:33]=[CH:32][CH:31]=1)=[O:15])[C:2]1[CH:3]=[CH:4][CH:5]=[CH:6][CH:7]=1. (4) Given the reactants Cl[C:2]1[C:11]2[C:6](=[CH:7][C:8]([O:14][CH3:15])=[C:9]([O:12][CH3:13])[CH:10]=2)[N:5]=[CH:4][N:3]=1.Cl.[CH3:17][O:18][CH2:19][CH2:20][O:21][C:22]1[CH:31]=[C:30]2[C:25]([CH2:26][CH2:27][NH:28][CH2:29]2)=[CH:24][CH:23]=1.C(=O)([O-])[O-].[K+].[K+].[Br-].[Li+], predict the reaction product. The product is: [CH3:13][O:12][C:9]1[CH:10]=[C:11]2[C:6](=[CH:7][C:8]=1[O:14][CH3:15])[N:5]=[CH:4][N:3]=[C:2]2[N:28]1[CH2:27][CH2:26][C:25]2[C:30](=[CH:31][C:22]([O:21][CH2:20][CH2:19][O:18][CH3:17])=[CH:23][CH:24]=2)[CH2:29]1.